Dataset: Forward reaction prediction with 1.9M reactions from USPTO patents (1976-2016). Task: Predict the product of the given reaction. Given the reactants [CH3:1][C:2]1([CH3:9])[O:6][CH:5]([CH2:7][OH:8])[CH2:4][O:3]1.C(N(CC)CC)C.[S:17](Cl)([C:20]1[CH:26]=[CH:25][C:23]([CH3:24])=[CH:22][CH:21]=1)(=[O:19])=[O:18], predict the reaction product. The product is: [CH3:24][C:23]1[CH:25]=[CH:26][C:20]([S:17]([O:8][CH2:7][CH:5]2[CH2:4][O:3][C:2]([CH3:9])([CH3:1])[O:6]2)(=[O:19])=[O:18])=[CH:21][CH:22]=1.